Dataset: Acute oral toxicity (LD50) regression data from Zhu et al.. Task: Regression/Classification. Given a drug SMILES string, predict its toxicity properties. Task type varies by dataset: regression for continuous values (e.g., LD50, hERG inhibition percentage) or binary classification for toxic/non-toxic outcomes (e.g., AMES mutagenicity, cardiotoxicity, hepatotoxicity). Dataset: ld50_zhu. The drug is O=C1c2ccccc2C(=O)N1CC1CO1. The rat oral LD50 is 1.64, given as -log10 of the dose in mol/kg body weight (higher means more acutely toxic).